From a dataset of Experimentally validated miRNA-target interactions with 360,000+ pairs, plus equal number of negative samples. Binary Classification. Given a miRNA mature sequence and a target amino acid sequence, predict their likelihood of interaction. (1) The miRNA is hsa-miR-1301-3p with sequence UUGCAGCUGCCUGGGAGUGACUUC. The protein sequence of the target gene is MLPLGSEPALNELLLRKEEEWRALQAHRTQLQEAALQDTRSQLEEAQGKLRCLQEDFVYNLQVLEERDLELERYDAAFAQAREWEEARRAEVSELKIEAAKLRQALAREARKVEELQQQQQLAFQEHRLELERVHSDKNGEIDHHREQYENLKWTLERKLEELDGELALQRQELLLEFESKMRKREHEFRLQADNMSNTALSRELKVKLLHKELEALKEAGAKAAESLQRAEATNAELERKLQSRAGELQDLEAMSRARVKDLEDKLHSVQLTRKKEEETFKRKHEELDRLAREKDAVLV.... Result: 0 (no interaction). (2) The miRNA is hsa-miR-1914-5p with sequence CCCUGUGCCCGGCCCACUUCUG. The protein sequence of the target gene is MEEGVQAPDWDSDETVIEGSVTESDLEEKELPWRRLLFDQDASLKSEFSLHPDTRGMCKGMPSPEIQLGFKLREDLQEQMNKNKMMPVLSEDTILQSQDETERNQALLQTRKNCSMFIGSFRQSGLSLNHQNIEGPEAESPEVLPHIEKELSEGRDSPEVSLLSGTAITVSDTVAVKETSLVEPEKILAAPNTFFEPRKEVTMTMTSEETKDEESSLETFVSALESLLTSPESTQEERLFELVSDFDRKELMNPLSDSLSSISIPLNSWSACHRDLLEDAKDDALPAELLEALNTLSEAK.... Result: 0 (no interaction). (3) The miRNA is hsa-miR-6885-3p with sequence CUUUGCUUCCUGCUCCCCUAG. The protein sequence of the target gene is MLSEGYLSGLEYWNDIHWSCASYNEQVAGEKEEETNSVATLSYSSVDETQVRSLYVSCKSSGKFISSVHSRESQHSRSQRVTVLQTNPNPVFESPNLAAVEICRDASRETYLVPSSCKSICKNYNDLQIAGGQVMAINSVTTDFPSESSFEYGPLLKSSEIPLPMEDSISTQPSDFPQKPIQRYSSYWRITSIKEKSSLQMQNPISNAVLNEYLEQKVVELYKQYIMDTVFHDSSPTQILASELIMTSVDQISLQVSREKNLETSKARDIVFSRLLQLMSTEITEISTPSLHISQYSNVN.... Result: 1 (interaction). (4) The miRNA is hsa-miR-150-5p with sequence UCUCCCAACCCUUGUACCAGUG. The protein sequence of the target gene is MASKRKSTTPCMIPVKTVVLQDASMEAQPAETLPEGPQQDLPPEASAASSEAAQNPSSTDGSTLANGHRSTLDGYLYSCKYCDFRSHDMTQFVGHMNSEHTDFNKDPTFVCSGCSFLAKTPEGLSLHNATCHSGEASFVWNVAKPDNHVVVEQSIPESTSTPDLAGEPSAEGADGQAEIIITKTPIMKIMKGKAEAKKIHTLKENVPSQPVGEALPKLSTGEMEVREGDHSFINGAVPVSQASASSAKNPHAANGPLIGTVPVLPAGIAQFLSLQQQPPVHAQHHVHQPLPTAKALPKVM.... Result: 1 (interaction). (5) The miRNA is mmu-miR-27a-5p with sequence AGGGCUUAGCUGCUUGUGAGCA. The protein sequence of the target gene is MSQSNRELVVDFLSYKLSQKGYSWSQFSDVEENRTEAPEETEPERETPSAINGNPSWHLADSPAVNGATGHSSSLDAREVIPMAAVKQALREAGDEFELRYRRAFSDLTSQLHITPGTAYQSFEQVVNELFRDGVNWGRIVAFFSFGGALCVESVDKEMQVLVSRIASWMATYLNDHLEPWIQENGGWDTFVDLYGNNAAAESRKGQERFNRWFLTGMTVAGVVLLGSLFSRK. Result: 0 (no interaction). (6) The miRNA is hsa-miR-762 with sequence GGGGCUGGGGCCGGGGCCGAGC. The protein sequence of the target gene is MFSFVDLRLLLLLAATALLTHGQEEGQVEGQDEDIPPITCVQNGLRYHDRDVWKPEPCRICVCDNGKVLCDDVICDETKNCPGAEVPEGECCPVCPDGSESPTDQETTGVEGPKGDTGPRGPRGPAGPPGRDGIPGQPGLPGPPGPPGPPGPPGLGGNFAPQLSYGYDEKSTGGISVPGPMGPSGPRGLPGPPGAPGPQGFQGPPGEPGEPGASGPMGPRGPPGPPGKNGDDGEAGKPGRPGERGPPGPQGARGLPGTAGLPGMKGHRGFSGLDGAKGDAGPAGPKGEPGSPGENGAPGQ.... Result: 1 (interaction). (7) The miRNA is hsa-miR-24-3p with sequence UGGCUCAGUUCAGCAGGAACAG. The protein sequence of the target gene is MSETEFHHGAQAGLELLRSSNSPTSASQSAGMTVTDQAFVTLATNDIYCQGALVLGQSLRRHRLTRKLVVLITPQVSSLLRVILSKVFDEVIEVNLIDSADYIHLAFLKRPELGLTLTKLHCWTLTHYSKCVFLDADTLVLSNVDELFDRGEFSAAPDPGWPDCFNSGVFVFQPSLHTHKLLLQHAMEHGSFDGADQGLLNSFFRNWSTTDIHKHLPFIYNLSSNTMYTYSPAFKQFGSSAKVVHFLGSMKPWNYKYNPQSGSVLEQGSASSSQHQAAFLHLWWTVYQNNVLPLYKSVQA.... Result: 1 (interaction).